Dataset: Full USPTO retrosynthesis dataset with 1.9M reactions from patents (1976-2016). Task: Predict the reactants needed to synthesize the given product. (1) Given the product [Br:1][CH2:46][C:41]1([C:38]2[CH:39]=[CH:40][C:35]([F:34])=[C:36]([S:47]([NH2:50])(=[O:49])=[O:48])[CH:37]=2)[O:45][CH2:44][CH2:43][O:42]1, predict the reactants needed to synthesize it. The reactants are: [Br-:1].[Br-].[Br-].C1([N+](C)(C)C)C=CC=CC=1.C1([N+](C)(C)C)C=CC=CC=1.C1([N+](C)(C)C)C=CC=CC=1.[F:34][C:35]1[CH:40]=[CH:39][C:38]([C:41]2([CH3:46])[O:45][CH2:44][CH2:43][O:42]2)=[CH:37][C:36]=1[S:47]([NH2:50])(=[O:49])=[O:48]. (2) Given the product [CH2:1]([O:3][C:4](=[O:41])[CH2:5][CH2:6][CH2:7][O:8][C:9]1[CH:14]=[CH:13][CH:12]=[C:11]([CH2:15][CH2:16][CH2:17][CH2:18][CH2:19][CH2:20][O:21][C:22]2[CH:27]=[C:26]([C:28](=[O:32])[NH:29][CH2:31][C:110]3[CH:113]=[CH:114][CH:115]=[CH:116][C:109]=3[O:108][CH:107]([F:117])[F:106])[CH:25]=[C:24]([Br:33])[CH:23]=2)[C:10]=1[CH2:34][CH2:35][C:36]([O:38][CH2:39][CH3:40])=[O:37])[CH3:2], predict the reactants needed to synthesize it. The reactants are: [CH2:1]([O:3][C:4](=[O:41])[CH2:5][CH2:6][CH2:7][O:8][C:9]1[CH:14]=[CH:13][CH:12]=[C:11]([CH2:15][CH2:16][CH2:17][CH2:18][CH2:19][CH2:20][O:21][C:22]2[CH:27]=[C:26]([C:28](=[O:32])[N:29]([CH3:31])C)[CH:25]=[C:24]([Br:33])[CH:23]=2)[C:10]=1[CH2:34][CH2:35][C:36]([O:38][CH2:39][CH3:40])=[O:37])[CH3:2].BrC1C=C(C=C(OCCCCCCC2C=CC=C(OCCCC(=O)NOCC)C=2CCC(OCC)=O)C=1)C(O)=O.C1CN([P+](Br)(N2CCCC2)N2CCCC2)CC1.F[P-](F)(F)(F)(F)F.[F:106][CH:107]([F:117])[O:108][C:109]1[CH:116]=[CH:115][CH:114]=[CH:113][C:110]=1CN.CCN(C(C)C)C(C)C. (3) Given the product [N:23]1[C:28]2[S:29][CH:30]=[CH:31][C:27]=2[C:26]([N:32]2[CH2:33][CH2:34][CH:35]([O:38][C:1](=[O:2])[NH:20][C:19]3[CH:21]=[CH:22][C:16]([CH:13]([CH3:15])[CH3:14])=[CH:17][CH:18]=3)[CH2:36][CH2:37]2)=[N:25][CH:24]=1, predict the reactants needed to synthesize it. The reactants are: [C:1](N1C=CN=C1)(N1C=CN=C1)=[O:2].[CH:13]([C:16]1[CH:22]=[CH:21][C:19]([NH2:20])=[CH:18][CH:17]=1)([CH3:15])[CH3:14].[N:23]1[C:28]2[S:29][CH:30]=[CH:31][C:27]=2[C:26]([N:32]2[CH2:37][CH2:36][CH:35]([OH:38])[CH2:34][CH2:33]2)=[N:25][CH:24]=1. (4) Given the product [CH2:1]([O:8][C:9]1[C:14]([CH2:15][C:16]([OH:18])=[O:17])=[CH:13][N:12]=[C:11]([N:21]2[CH:25]=[CH:24][CH:23]=[N:22]2)[N:10]=1)[C:2]1[CH:3]=[CH:4][CH:5]=[CH:6][CH:7]=1, predict the reactants needed to synthesize it. The reactants are: [CH2:1]([O:8][C:9]1[C:14]([CH2:15][C:16]([O:18]CC)=[O:17])=[CH:13][N:12]=[C:11]([N:21]2[CH:25]=[CH:24][CH:23]=[N:22]2)[N:10]=1)[C:2]1[CH:7]=[CH:6][CH:5]=[CH:4][CH:3]=1. (5) The reactants are: [Cl:1][C:2]1[CH:3]=[C:4]([S:8][C:9]2[N:10]=[N:11][C:12]([O:15][CH3:16])=[CH:13][CH:14]=2)[CH:5]=[CH:6][CH:7]=1.ClC1C=CC=C(C(OO)=[O:25])C=1.C(Cl)(Cl)Cl.[OH2:32]. Given the product [Cl:1][C:2]1[CH:3]=[C:4]([S:8]([C:9]2[N:10]=[N:11][C:12]([O:15][CH3:16])=[CH:13][CH:14]=2)(=[O:25])=[O:32])[CH:5]=[CH:6][CH:7]=1, predict the reactants needed to synthesize it. (6) Given the product [Br:1][C:2]1[CH:3]=[CH:4][C:5]([C:8]2[CH2:12][CH2:11][CH2:10][C:9]=2[CH:13]=[O:14])=[CH:6][CH:7]=1, predict the reactants needed to synthesize it. The reactants are: [Br:1][C:2]1[CH:7]=[CH:6][C:5]([C:8]2[CH2:12][CH2:11][CH2:10][C:9]=2[CH2:13][OH:14])=[CH:4][CH:3]=1. (7) Given the product [CH2:1]([O:3][CH2:30][CH:16]1[CH2:17][CH:18]([C:20]2[CH:25]=[CH:24][C:23]([C:26]([F:29])([F:28])[F:27])=[CH:22][CH:21]=2)[CH2:19][N:14]([C:12]([N:6]2[CH2:11][CH2:10][O:9][CH2:8][CH2:7]2)=[O:13])[CH2:15]1)[CH3:2], predict the reactants needed to synthesize it. The reactants are: [CH2:1]([OH:3])[CH3:2].[H-].[Na+].[N:6]1([C:12]([N:14]2[CH2:19][CH:18]([C:20]3[CH:25]=[CH:24][C:23]([C:26]([F:29])([F:28])[F:27])=[CH:22][CH:21]=3)[CH2:17][CH:16]([CH2:30]S([O-])(=O)=O)[CH2:15]2)=[O:13])[CH2:11][CH2:10][O:9][CH2:8][CH2:7]1.O. (8) Given the product [C:17]1([CH:9]([CH2:10][N:12]2[CH2:16][CH2:15][CH2:14][CH2:13]2)[CH2:8][OH:7])[CH:18]=[CH:19][CH:20]=[CH:21][CH:22]=1, predict the reactants needed to synthesize it. The reactants are: [H-].[H-].[H-].[H-].[Li+].[Al+3].[OH:7][CH2:8][CH:9]([C:17]1[CH:22]=[CH:21][CH:20]=[CH:19][CH:18]=1)[C:10]([N:12]1[CH2:16][CH2:15][CH2:14][CH2:13]1)=O. (9) Given the product [NH2:18][C:19]1[N:24]=[C:23]([C:25]([NH:17][CH:15]([C:5]2[CH:6]=[N:7][C:8]([O:9][CH2:10][C:11]([F:14])([F:12])[F:13])=[C:3]([CH3:2])[CH:4]=2)[CH3:16])=[O:26])[CH:22]=[C:21]([CH3:28])[N:20]=1, predict the reactants needed to synthesize it. The reactants are: Cl.[CH3:2][C:3]1[CH:4]=[C:5]([CH:15]([NH2:17])[CH3:16])[CH:6]=[N:7][C:8]=1[O:9][CH2:10][C:11]([F:14])([F:13])[F:12].[NH2:18][C:19]1[N:24]=[C:23]([C:25](O)=[O:26])[CH:22]=[C:21]([CH3:28])[N:20]=1. (10) Given the product [Br:1][C:2]1[CH:14]=[C:13]([C:15]([NH2:16])=[O:17])[C:12]2[NH:11][C:10]3[C:5]([C:4]=2[CH:3]=1)=[CH:6][CH:7]=[C:8]([C:18]([N:21]1[CH2:26][CH2:25][O:24][CH2:23][CH2:22]1)=[O:20])[CH:9]=3, predict the reactants needed to synthesize it. The reactants are: [Br:1][C:2]1[CH:3]=[C:4]2[C:12](=[C:13]([C:15](=[O:17])[NH2:16])[CH:14]=1)[NH:11][C:10]1[CH:9]=[C:8]([C:18]([OH:20])=O)[CH:7]=[CH:6][C:5]2=1.[NH:21]1[CH2:26][CH2:25][O:24][CH2:23][CH2:22]1.CN(C(ON1N=NC2C=CC=NC1=2)=[N+](C)C)C.F[P-](F)(F)(F)(F)F.O.